Dataset: Full USPTO retrosynthesis dataset with 1.9M reactions from patents (1976-2016). Task: Predict the reactants needed to synthesize the given product. (1) The reactants are: [CH3:1][C:2]([C:7]1[CH:8]=[N:9][CH:10]=[C:11]([C:13]2[CH:14]=[C:15]3[C:20](=[CH:21][CH:22]=2)[N:19]([CH3:23])[C:18](=[O:24])[CH2:17][CH2:16]3)[CH:12]=1)(C)[C:3](O)=O.C1(P([N:39]=[N+]=[N-])(C2C=CC=CC=2)=O)C=CC=CC=1. Given the product [NH2:39][C:2]([C:7]1[CH:12]=[C:11]([C:13]2[CH:14]=[C:15]3[C:20](=[CH:21][CH:22]=2)[N:19]([CH3:23])[C:18](=[O:24])[CH2:17][CH2:16]3)[CH:10]=[N:9][CH:8]=1)([CH3:3])[CH3:1], predict the reactants needed to synthesize it. (2) Given the product [Cl:7][C:8]1[C:9]([F:33])=[N:10][C:11]([S:1][CH2:2][C:3]([OH:5])=[O:4])=[C:12]([Cl:26])[C:13]=1[O:14][C:15]1[CH:20]=[CH:19][C:18]([OH:21])=[C:17]([CH:23]([CH3:25])[CH3:24])[CH:16]=1, predict the reactants needed to synthesize it. The reactants are: [SH:1][CH2:2][C:3]([O:5]C)=[O:4].[Cl:7][C:8]1[C:9]([F:33])=[N:10][C:11](NCC(OC)=O)=[C:12]([Cl:26])[C:13]=1[O:14][C:15]1[CH:20]=[CH:19][C:18]([O:21]C)=[C:17]([CH:23]([CH3:25])[CH3:24])[CH:16]=1. (3) Given the product [BrH:12].[OH:11][C:8]([C:5]1[CH:4]=[CH:3][C:2]2[N:7]([CH:13]=[C:14]([C:15]([C:17]3[CH:22]=[CH:21][CH:20]=[CH:19][CH:18]=3)=[O:16])[N:1]=2)[CH:6]=1)([CH3:9])[CH3:10], predict the reactants needed to synthesize it. The reactants are: [NH2:1][C:2]1[N:7]=[CH:6][C:5]([C:8]([OH:11])([CH3:10])[CH3:9])=[CH:4][CH:3]=1.[Br:12][CH2:13][C:14](=O)[C:15]([C:17]1[CH:22]=[CH:21][CH:20]=[CH:19][CH:18]=1)=[O:16]. (4) The reactants are: [CH:1]1[CH:10]=[CH:9][C:8]2[CH2:11][CH2:12][N:6]3[C:7]=2[C:2]=1[C@H:3]1[CH2:15][N:14]([C:16](OC(C)(C)C)=O)[CH2:13][C@H:4]1[CH2:5]3.C=O.C(O[BH-](OC(=O)C)OC(=O)C)(=O)C.[Na+].[ClH:39]. Given the product [ClH:39].[ClH:39].[CH3:16][N:14]1[CH2:15][C@H:3]2[C@H:4]([CH2:5][N:6]3[CH2:12][CH2:11][C:8]4[CH:9]=[CH:10][CH:1]=[C:2]2[C:7]3=4)[CH2:13]1, predict the reactants needed to synthesize it.